Dataset: NCI-60 drug combinations with 297,098 pairs across 59 cell lines. Task: Regression. Given two drug SMILES strings and cell line genomic features, predict the synergy score measuring deviation from expected non-interaction effect. (1) Drug 1: CC12CCC(CC1=CCC3C2CCC4(C3CC=C4C5=CN=CC=C5)C)O. Drug 2: C1=CC=C(C=C1)NC(=O)CCCCCCC(=O)NO. Cell line: DU-145. Synergy scores: CSS=20.0, Synergy_ZIP=-6.39, Synergy_Bliss=-1.47, Synergy_Loewe=-23.4, Synergy_HSA=-2.31. (2) Cell line: OVCAR-5. Drug 2: CC1=C2C(C(=O)C3(C(CC4C(C3C(C(C2(C)C)(CC1OC(=O)C(C(C5=CC=CC=C5)NC(=O)OC(C)(C)C)O)O)OC(=O)C6=CC=CC=C6)(CO4)OC(=O)C)O)C)O. Synergy scores: CSS=32.0, Synergy_ZIP=-0.329, Synergy_Bliss=0.756, Synergy_Loewe=-18.0, Synergy_HSA=1.69. Drug 1: C1CC(=O)NC(=O)C1N2CC3=C(C2=O)C=CC=C3N. (3) Drug 1: CC1C(C(CC(O1)OC2CC(CC3=C2C(=C4C(=C3O)C(=O)C5=C(C4=O)C(=CC=C5)OC)O)(C(=O)CO)O)N)O.Cl. Drug 2: CC1=C(C(=O)C2=C(C1=O)N3CC4C(C3(C2COC(=O)N)OC)N4)N. Cell line: NCI-H460. Synergy scores: CSS=44.1, Synergy_ZIP=3.95, Synergy_Bliss=3.03, Synergy_Loewe=-18.4, Synergy_HSA=-1.60. (4) Drug 1: CC1=C2C(C(=O)C3(C(CC4C(C3C(C(C2(C)C)(CC1OC(=O)C(C(C5=CC=CC=C5)NC(=O)OC(C)(C)C)O)O)OC(=O)C6=CC=CC=C6)(CO4)OC(=O)C)OC)C)OC. Drug 2: CN1C(=O)N2C=NC(=C2N=N1)C(=O)N. Cell line: MDA-MB-231. Synergy scores: CSS=38.0, Synergy_ZIP=-1.80, Synergy_Bliss=-3.13, Synergy_Loewe=-12.5, Synergy_HSA=-1.85.